Dataset: Peptide-MHC class II binding affinity with 134,281 pairs from IEDB. Task: Regression. Given a peptide amino acid sequence and an MHC pseudo amino acid sequence, predict their binding affinity value. This is MHC class II binding data. The peptide sequence is MRSMPFLRKTRWTFL. The MHC is DRB1_0301 with pseudo-sequence DRB1_0301. The binding affinity (normalized) is 0.536.